This data is from Forward reaction prediction with 1.9M reactions from USPTO patents (1976-2016). The task is: Predict the product of the given reaction. (1) Given the reactants [F:1][C:2]1[CH:7]=[CH:6][C:5]([N:8]2[C:11](=[O:12])[C@H:10]([S:13][CH2:14][C:15]([C:17]3[CH:22]=[CH:21][C:20]([F:23])=[CH:19][CH:18]=3)=[O:16])[C@H:9]2[C:24]2[CH:34]=[CH:33][C:27]([O:28][CH2:29][C:30](O)=[O:31])=[CH:26][CH:25]=2)=[CH:4][CH:3]=1.Cl.[NH2:36][C@H:37]([C:43]([O:45]C(C)(C)C)=[O:44])[CH2:38][CH2:39][C:40](=[O:42])[NH2:41].CN1CCOCC1.CN(C(ON1N=NC2C=CC=CC1=2)=[N+](C)C)C.[B-](F)(F)(F)F.[BH4-].[Na+].C(O)(=O)C, predict the reaction product. The product is: [F:1][C:2]1[CH:3]=[CH:4][C:5]([N:8]2[C:11](=[O:12])[C@H:10]([S:13][CH2:14][CH:15]([C:17]3[CH:22]=[CH:21][C:20]([F:23])=[CH:19][CH:18]=3)[OH:16])[C@H:9]2[C:24]2[CH:34]=[CH:33][C:27]([O:28][CH2:29][C:30]([NH:36][C@H:37]([C:43]([OH:45])=[O:44])[CH2:38][CH2:39][C:40](=[O:42])[NH2:41])=[O:31])=[CH:26][CH:25]=2)=[CH:6][CH:7]=1. (2) Given the reactants [C:1]([O:5][C:6]([N:8]1[CH2:13][CH2:12][C:11](=[O:14])[CH:10]([CH2:15][C:16]2[CH:21]=[CH:20][CH:19]=[CH:18][CH:17]=2)[CH2:9]1)=[O:7])([CH3:4])([CH3:3])[CH3:2].N1CCCC1.C1(C)C=CC(S(O)(=O)=O)=CC=1.Br[CH2:39][C:40]([O:42][CH3:43])=[O:41], predict the reaction product. The product is: [C:1]([O:5][C:6]([N:8]1[CH2:13][CH2:12][C:11](=[O:14])[C:10]([CH2:15][C:16]2[CH:17]=[CH:18][CH:19]=[CH:20][CH:21]=2)([CH2:39][C:40]([O:42][CH3:43])=[O:41])[CH2:9]1)=[O:7])([CH3:4])([CH3:2])[CH3:3].